From a dataset of Forward reaction prediction with 1.9M reactions from USPTO patents (1976-2016). Predict the product of the given reaction. Given the reactants [CH3:1][S:2]([NH:5][CH2:6][C:7]1[C:15]2[S:14](=[O:17])(=[O:16])[N:13]=[C:12]([CH2:18][C:19]([OH:21])=O)[NH:11][C:10]=2[S:9][CH:8]=1)(=[O:4])=[O:3].F[P-](F)(F)(F)(F)F.N1(OC(N(C)C)=[N+](C)C)C2N=CC=CC=2N=N1.CN1CCOCC1.C[O:54][C:55]([C:57]1([CH2:60][NH:61][CH2:62][C:63]2[CH:68]=[CH:67][C:66]([F:69])=[CH:65][CH:64]=2)[CH2:59][CH2:58]1)=O.[O-]CC.[Na+].C(O)C, predict the reaction product. The product is: [F:69][C:66]1[CH:65]=[CH:64][C:63]([CH2:62][N:61]2[C:19](=[O:21])[C:18]([C:12]3[NH:11][C:10]4[S:9][CH:8]=[C:7]([CH2:6][NH:5][S:2]([CH3:1])(=[O:3])=[O:4])[C:15]=4[S:14](=[O:16])(=[O:17])[N:13]=3)=[C:55]([OH:54])[C:57]3([CH2:58][CH2:59]3)[CH2:60]2)=[CH:68][CH:67]=1.